This data is from Drug-target binding data from BindingDB using Ki measurements. The task is: Regression. Given a target protein amino acid sequence and a drug SMILES string, predict the binding affinity score between them. We predict pKi (pKi = -log10(Ki in M); higher means stronger inhibition). Dataset: bindingdb_ki. (1) The drug is CCNC(C)Cc1cccc(C(F)(F)F)c1. The target is MLLARMKPQVQPELGGADQ. The pKi is 5.9. (2) The compound is O=c1cnn([C@@H]2O[C@H](COP(=O)(O)O)[C@@H](O)[C@H]2O)c(=O)[nH]1. The target protein (P03962) has sequence MSKATYKERAATHPSPVAAKLFNIMHEKQTNLCASLDVRTTKELLELVEALGPKICLLKTHVDILTDFSMEGTVKPLKALSAKYNFLLFEDRKFADIGNTVKLQYSAGVYRIAEWADITNAHGVVGPGIVSGLKQAAEEVTKEPRGLLMLAELSCKGSLATGEYTKGTVDIAKSDKDFVIGFIAQRDMGGRDEGYDWLIMTPGVGLDDKGDALGQQYRTVDDVVSTGSDIIIVGRGLFAKGRDAKVEGERYRKAGWEAYLRRCGQQN. The pKi is 7.2.